Dataset: Catalyst prediction with 721,799 reactions and 888 catalyst types from USPTO. Task: Predict which catalyst facilitates the given reaction. (1) Reactant: N12CCCN=C1CCCCC2.C(O[C:15](=[O:31])[CH:16]([C:22]1[C:27]([F:28])=[CH:26][C:25]([F:29])=[CH:24][C:23]=1[F:30])[C:17]([O:19]CC)=O)C.Cl.[N:33]1[CH:38]=[CH:37][N:36]=[CH:35][C:34]=1[C:39]([NH2:41])=[NH:40].Cl. Product: [N:33]1[CH:38]=[CH:37][N:36]=[CH:35][C:34]=1[C:39]1[N:41]=[C:15]([OH:31])[C:16]([C:22]2[C:23]([F:30])=[CH:24][C:25]([F:29])=[CH:26][C:27]=2[F:28])=[C:17]([OH:19])[N:40]=1. The catalyst class is: 264. (2) Reactant: [Br:1][C:2]1[CH:6]=[C:5]([CH3:7])[NH:4][N:3]=1.[H-].[Na+].[CH3:10][Si:11]([CH3:18])([CH3:17])[CH2:12][CH2:13][O:14][CH2:15]Cl. Product: [Br:1][C:2]1[CH:6]=[C:5]([CH3:7])[N:4]([CH2:15][O:14][CH2:13][CH2:12][Si:11]([CH3:18])([CH3:17])[CH3:10])[N:3]=1. The catalyst class is: 355. (3) Reactant: [CH3:1][C:2]1([CH3:8])[CH2:7][NH:6][CH2:5][CH2:4][NH:3]1.Cl[C:10]1[N:11]=[CH:12][C:13]([C:16]([NH:18][C:19]2[NH:20][N:21]=[C:22]([CH2:24][CH2:25][C:26]3[CH:31]=[C:30]([O:32][CH3:33])[CH:29]=[C:28]([O:34][CH3:35])[CH:27]=3)[CH:23]=2)=[O:17])=[N:14][CH:15]=1. Product: [CH3:33][O:32][C:30]1[CH:31]=[C:26]([CH2:25][CH2:24][C:22]2[CH:23]=[C:19]([NH:18][C:16]([C:13]3[CH:12]=[N:11][C:10]([N:6]4[CH2:5][CH2:4][NH:3][C:2]([CH3:8])([CH3:1])[CH2:7]4)=[CH:15][N:14]=3)=[O:17])[NH:20][N:21]=2)[CH:27]=[C:28]([O:34][CH3:35])[CH:29]=1. The catalyst class is: 16.